Dataset: Forward reaction prediction with 1.9M reactions from USPTO patents (1976-2016). Task: Predict the product of the given reaction. (1) Given the reactants [C:1]([C:3]1[CH:4]=[CH:5][C:6]([O:9][CH3:10])=[N:7][CH:8]=1)#[N:2].[H][H], predict the reaction product. The product is: [NH2:2][CH2:1][C:3]1[CH:4]=[CH:5][C:6]([O:9][CH3:10])=[N:7][CH:8]=1. (2) Given the reactants C(P(CCCC)CCCC)CCC.[CH3:14][O:15][C:16](=[O:30])[CH2:17][C:18]1[C:22]2[C:23]([Cl:29])=[CH:24][C:25]([OH:28])=[C:26]([F:27])[C:21]=2[S:20][CH:19]=1.[CH3:31][N:32]1[C:36]([CH2:37]O)=[CH:35][C:34]([C:39]([F:42])([F:41])[F:40])=[N:33]1.C1CCN(C(N=NC(N2CCCCC2)=O)=O)CC1, predict the reaction product. The product is: [CH3:14][O:15][C:16](=[O:30])[CH2:17][C:18]1[C:22]2[C:23]([Cl:29])=[CH:24][C:25]([O:28][CH2:37][C:36]3[N:32]([CH3:31])[N:33]=[C:34]([C:39]([F:42])([F:40])[F:41])[CH:35]=3)=[C:26]([F:27])[C:21]=2[S:20][CH:19]=1. (3) Given the reactants [C:1]1([CH:7]([CH3:11])[CH2:8][CH:9]=O)[CH:6]=[CH:5][CH:4]=[CH:3][CH:2]=1.[C:12]([NH:16][OH:17])([CH3:15])([CH3:14])[CH3:13], predict the reaction product. The product is: [C:12]([N+:16]([O-:17])=[CH:9][CH2:8][CH:7]([C:1]1[CH:6]=[CH:5][CH:4]=[CH:3][CH:2]=1)[CH3:11])([CH3:15])([CH3:14])[CH3:13].